From a dataset of Forward reaction prediction with 1.9M reactions from USPTO patents (1976-2016). Predict the product of the given reaction. (1) Given the reactants [C:1]([O:5][C:6]([NH:8][C:9]1[CH:10]=[N:11][CH:12]=[CH:13][C:14]=1[C@H:15]1[CH2:20][C@@H:19]([NH:21][C:22](=[O:28])[O:23][C:24]([CH3:27])([CH3:26])[CH3:25])[C@H:18]([OH:29])[C@@H:17]([CH3:30])[CH2:16]1)=[O:7])([CH3:4])([CH3:3])[CH3:2].[CH3:31][S:32](Cl)(=[O:34])=[O:33], predict the reaction product. The product is: [CH3:31][S:32]([O:29][C@@H:18]1[C@@H:17]([CH3:30])[CH2:16][C@@H:15]([C:14]2[CH:13]=[CH:12][N:11]=[CH:10][C:9]=2[NH:8][C:6]([O:5][C:1]([CH3:4])([CH3:2])[CH3:3])=[O:7])[CH2:20][C@H:19]1[NH:21][C:22]([O:23][C:24]([CH3:27])([CH3:26])[CH3:25])=[O:28])(=[O:34])=[O:33]. (2) Given the reactants [C:1]([CH:4]([CH2:25][CH2:26][CH2:27][CH2:28][CH2:29][CH3:30])[C:5]([NH:7][CH:8]([C:10]1[C:11](=[O:24])[NH:12][C:13]([CH2:16][C:17]2[CH:22]=[CH:21][C:20]([CH3:23])=[CH:19][CH:18]=2)=[N:14][N:15]=1)[CH3:9])=O)(=[O:3])[CH3:2].P(Cl)(Cl)(Cl)=O, predict the reaction product. The product is: [C:1]([CH:4]([C:5]1[N:15]2[C:10]([C:11](=[O:24])[NH:12][C:13]([CH2:16][C:17]3[CH:22]=[CH:21][C:20]([CH3:23])=[CH:19][CH:18]=3)=[N:14]2)=[C:8]([CH3:9])[N:7]=1)[CH2:25][CH2:26][CH2:27][CH2:28][CH2:29][CH3:30])(=[O:3])[CH3:2]. (3) Given the reactants Br[C:2]1[CH:7]=[CH:6][C:5]([C:8]2([O:11][CH2:12][C:13]3[CH:18]=[CH:17][CH:16]=[CH:15][CH:14]=3)[CH2:10][CH2:9]2)=[CH:4][CH:3]=1.[CH3:19][Si:20]([C:23]#[CH:24])([CH3:22])[CH3:21], predict the reaction product. The product is: [CH2:12]([O:11][C:8]1([C:5]2[CH:6]=[CH:7][C:2]([C:24]#[C:23][Si:20]([CH3:22])([CH3:21])[CH3:19])=[CH:3][CH:4]=2)[CH2:10][CH2:9]1)[C:13]1[CH:18]=[CH:17][CH:16]=[CH:15][CH:14]=1. (4) Given the reactants [Cl:1][C:2]1[CH:7]=[CH:6][C:5]([C:8]2[N:12]([CH:13]([CH:29]3[CH2:34][CH2:33][CH2:32][CH2:31][CH2:30]3)[C:14]([CH3:28])([O:16]C3C=CC(C4NN=NN=4)=CC=3)[CH3:15])[C:11]3[CH:35]=[C:36]([F:40])[C:37]([F:39])=[CH:38][C:10]=3[N:9]=2)=[CH:4][CH:3]=1.[F:41][C:42]1[CH:43]=[C:44]([CH:47]=[C:48]([F:51])[C:49]=1F)[C:45]#[N:46].C[Si]([N-][Si](C)(C)C)(C)C.[K+], predict the reaction product. The product is: [Cl:1][C:2]1[CH:7]=[CH:6][C:5]([C:8]2[N:12]([CH:13]([CH:29]3[CH2:34][CH2:33][CH2:32][CH2:31][CH2:30]3)[C:14]([CH3:15])([CH3:28])[O:16][C:49]3[C:48]([F:51])=[CH:47][C:44]([C:45]#[N:46])=[CH:43][C:42]=3[F:41])[C:11]3[CH:35]=[C:36]([F:40])[C:37]([F:39])=[CH:38][C:10]=3[N:9]=2)=[CH:4][CH:3]=1. (5) Given the reactants [Cl:1][C:2]1[CH:8]=[CH:7][C:5]([NH2:6])=[CH:4][CH:3]=1.[OH:9][C:10]1[CH:18]=[CH:17][C:13]([C:14](Cl)=[O:15])=[C:12]([N+:19]([O-:21])=[O:20])[CH:11]=1.C(N(CC)CC)C, predict the reaction product. The product is: [Cl:1][C:2]1[CH:8]=[CH:7][C:5]([NH:6][C:14](=[O:15])[C:13]2[CH:17]=[CH:18][C:10]([OH:9])=[CH:11][C:12]=2[N+:19]([O-:21])=[O:20])=[CH:4][CH:3]=1. (6) Given the reactants C(N(CC)CC)C.[CH3:8][O:9][C:10]1[CH:26]=[CH:25][C:13]([CH2:14][NH:15][CH2:16][C:17]2[CH:22]=[CH:21][C:20]([O:23][CH3:24])=[CH:19][CH:18]=2)=[CH:12][CH:11]=1.Cl[C:28]1[C:33]([N+:34]([O-:36])=[O:35])=[C:32]([NH:37][CH2:38][C:39]2[CH:40]=[N:41][CH:42]=[CH:43][CH:44]=2)[CH:31]=[C:30]([CH2:45][CH2:46][CH2:47][CH2:48][CH3:49])[N:29]=1, predict the reaction product. The product is: [CH3:24][O:23][C:20]1[CH:21]=[CH:22][C:17]([CH2:16][N:15]([CH2:14][C:13]2[CH:12]=[CH:11][C:10]([O:9][CH3:8])=[CH:26][CH:25]=2)[C:28]2[C:33]([N+:34]([O-:36])=[O:35])=[C:32]([NH:37][CH2:38][C:39]3[CH:40]=[N:41][CH:42]=[CH:43][CH:44]=3)[CH:31]=[C:30]([CH2:45][CH2:46][CH2:47][CH2:48][CH3:49])[N:29]=2)=[CH:18][CH:19]=1.